From a dataset of NCI-60 drug combinations with 297,098 pairs across 59 cell lines. Regression. Given two drug SMILES strings and cell line genomic features, predict the synergy score measuring deviation from expected non-interaction effect. (1) Drug 1: C1=NC2=C(N1)C(=S)N=C(N2)N. Drug 2: C1C(C(OC1N2C=NC(=NC2=O)N)CO)O. Cell line: SF-539. Synergy scores: CSS=23.3, Synergy_ZIP=-5.21, Synergy_Bliss=-4.80, Synergy_Loewe=-4.82, Synergy_HSA=-3.16. (2) Drug 1: CCC1=CC2CC(C3=C(CN(C2)C1)C4=CC=CC=C4N3)(C5=C(C=C6C(=C5)C78CCN9C7C(C=CC9)(C(C(C8N6C)(C(=O)OC)O)OC(=O)C)CC)OC)C(=O)OC.C(C(C(=O)O)O)(C(=O)O)O. Drug 2: CN(C)C1=NC(=NC(=N1)N(C)C)N(C)C. Cell line: HL-60(TB). Synergy scores: CSS=42.4, Synergy_ZIP=8.91, Synergy_Bliss=9.41, Synergy_Loewe=-55.4, Synergy_HSA=6.99. (3) Cell line: MOLT-4. Synergy scores: CSS=88.4, Synergy_ZIP=3.30, Synergy_Bliss=2.89, Synergy_Loewe=1.93, Synergy_HSA=5.31. Drug 1: CC=C1C(=O)NC(C(=O)OC2CC(=O)NC(C(=O)NC(CSSCCC=C2)C(=O)N1)C(C)C)C(C)C. Drug 2: C1=CC=C(C=C1)NC(=O)CCCCCCC(=O)NO. (4) Drug 1: CC1C(C(=O)NC(C(=O)N2CCCC2C(=O)N(CC(=O)N(C(C(=O)O1)C(C)C)C)C)C(C)C)NC(=O)C3=C4C(=C(C=C3)C)OC5=C(C(=O)C(=C(C5=N4)C(=O)NC6C(OC(=O)C(N(C(=O)CN(C(=O)C7CCCN7C(=O)C(NC6=O)C(C)C)C)C)C(C)C)C)N)C. Drug 2: CC1=C(C(CCC1)(C)C)C=CC(=CC=CC(=CC(=O)O)C)C. Cell line: RXF 393. Synergy scores: CSS=11.5, Synergy_ZIP=-2.93, Synergy_Bliss=-0.217, Synergy_Loewe=1.54, Synergy_HSA=1.55. (5) Drug 1: C1=CN(C(=O)N=C1N)C2C(C(C(O2)CO)O)O.Cl. Drug 2: C#CCC(CC1=CN=C2C(=N1)C(=NC(=N2)N)N)C3=CC=C(C=C3)C(=O)NC(CCC(=O)O)C(=O)O. Cell line: HCT116. Synergy scores: CSS=75.6, Synergy_ZIP=-6.38, Synergy_Bliss=-17.1, Synergy_Loewe=21.6, Synergy_HSA=-8.57. (6) Synergy scores: CSS=26.2, Synergy_ZIP=-2.85, Synergy_Bliss=0.741, Synergy_Loewe=3.37, Synergy_HSA=5.68. Cell line: UACC62. Drug 1: CC1=C(N=C(N=C1N)C(CC(=O)N)NCC(C(=O)N)N)C(=O)NC(C(C2=CN=CN2)OC3C(C(C(C(O3)CO)O)O)OC4C(C(C(C(O4)CO)O)OC(=O)N)O)C(=O)NC(C)C(C(C)C(=O)NC(C(C)O)C(=O)NCCC5=NC(=CS5)C6=NC(=CS6)C(=O)NCCC[S+](C)C)O. Drug 2: C(CCl)NC(=O)N(CCCl)N=O. (7) Drug 1: CCCS(=O)(=O)NC1=C(C(=C(C=C1)F)C(=O)C2=CNC3=C2C=C(C=N3)C4=CC=C(C=C4)Cl)F. Drug 2: C1=CC(=CC=C1CC(C(=O)O)N)N(CCCl)CCCl.Cl. Cell line: NCI-H322M. Synergy scores: CSS=-7.72, Synergy_ZIP=5.58, Synergy_Bliss=2.08, Synergy_Loewe=-4.16, Synergy_HSA=-4.76. (8) Drug 1: C1C(C(OC1N2C=C(C(=O)NC2=O)F)CO)O. Drug 2: CCN(CC)CCCC(C)NC1=C2C=C(C=CC2=NC3=C1C=CC(=C3)Cl)OC. Cell line: MALME-3M. Synergy scores: CSS=15.6, Synergy_ZIP=-3.27, Synergy_Bliss=2.46, Synergy_Loewe=-9.99, Synergy_HSA=1.54. (9) Drug 1: CC1C(C(=O)NC(C(=O)N2CCCC2C(=O)N(CC(=O)N(C(C(=O)O1)C(C)C)C)C)C(C)C)NC(=O)C3=C4C(=C(C=C3)C)OC5=C(C(=O)C(=C(C5=N4)C(=O)NC6C(OC(=O)C(N(C(=O)CN(C(=O)C7CCCN7C(=O)C(NC6=O)C(C)C)C)C)C(C)C)C)N)C. Drug 2: C1=CC=C(C=C1)NC(=O)CCCCCCC(=O)NO. Cell line: SNB-75. Synergy scores: CSS=9.18, Synergy_ZIP=-3.01, Synergy_Bliss=-1.04, Synergy_Loewe=-0.197, Synergy_HSA=-0.526. (10) Drug 1: CCC(=C(C1=CC=CC=C1)C2=CC=C(C=C2)OCCN(C)C)C3=CC=CC=C3.C(C(=O)O)C(CC(=O)O)(C(=O)O)O. Drug 2: CC1=C(C=C(C=C1)C(=O)NC2=CC(=CC(=C2)C(F)(F)F)N3C=C(N=C3)C)NC4=NC=CC(=N4)C5=CN=CC=C5. Cell line: IGROV1. Synergy scores: CSS=1.20, Synergy_ZIP=0.235, Synergy_Bliss=0.405, Synergy_Loewe=-0.274, Synergy_HSA=-1.14.